This data is from Full USPTO retrosynthesis dataset with 1.9M reactions from patents (1976-2016). The task is: Predict the reactants needed to synthesize the given product. (1) Given the product [CH2:17]([N:24]1[C:7]([CH3:8])=[C:6]([Sn:5]([CH2:1][CH2:2][CH2:3][CH3:4])([CH2:13][CH2:14][CH2:15][CH3:16])[CH2:9][CH2:10][CH2:11][CH3:12])[N:26]=[N:25]1)[C:18]1[CH:23]=[CH:22][CH:21]=[CH:20][CH:19]=1, predict the reactants needed to synthesize it. The reactants are: [CH2:1]([Sn:5]([CH2:13][CH2:14][CH2:15][CH3:16])([CH2:9][CH2:10][CH2:11][CH3:12])[C:6]#[C:7][CH3:8])[CH2:2][CH2:3][CH3:4].[CH2:17]([N:24]=[N+:25]=[N-:26])[C:18]1[CH:23]=[CH:22][CH:21]=[CH:20][CH:19]=1. (2) Given the product [CH2:11]([O:10][C:9]([NH:8][C@@H:3]([CH:4]([CH3:7])[CH2:5][CH3:6])[CH2:2][NH:32][C:33](=[O:39])[O:34][C:35]([CH3:38])([CH3:37])[CH3:36])=[O:18])[C:12]1[CH:17]=[CH:16][CH:15]=[CH:14][CH:13]=1, predict the reactants needed to synthesize it. The reactants are: O[CH2:2][C@@H:3]([NH:8][C:9](=[O:18])[O:10][CH2:11][C:12]1[CH:17]=[CH:16][CH:15]=[CH:14][CH:13]=1)[CH:4]([CH3:7])[CH2:5][CH3:6].C(OC(NC(CC(C)C)C[NH:32][C:33](=[O:39])[O:34][C:35]([CH3:38])([CH3:37])[CH3:36])=O)C1C=CC=CC=1. (3) Given the product [CH:27]([C:25]1[O:26][C:22]([C:9]2[CH:10]=[N:11][CH:12]=[C:13]([CH:19]=2)[C:14]([O:16][CH2:17][CH3:18])=[O:15])=[CH:23][CH:24]=1)=[O:28], predict the reactants needed to synthesize it. The reactants are: CC1(C)C(C)(C)OB([C:9]2[CH:10]=[N:11][CH:12]=[C:13]([CH:19]=2)[C:14]([O:16][CH2:17][CH3:18])=[O:15])O1.Br[C:22]1[O:26][C:25]([CH:27]=[O:28])=[CH:24][CH:23]=1.C([O-])([O-])=O.[Cs+].[Cs+]. (4) Given the product [CH2:13]([O:15][C:16]([C:17]1[S:12][C:3]2[CH:4]=[CH:5][C:6]([C:8]([F:9])([F:10])[F:11])=[CH:7][C:2]=2[N:1]=1)=[O:22])[CH3:14], predict the reactants needed to synthesize it. The reactants are: [NH2:1][C:2]1[CH:7]=[C:6]([C:8]([F:11])([F:10])[F:9])[CH:5]=[CH:4][C:3]=1[SH:12].[CH2:13]([O:15][C:16](OCC)([O:22]CC)[C:17](OCC)=O)[CH3:14]. (5) Given the product [O:1]=[C:2]1[CH:6]=[CH:5][C:4](=[O:7])[N:3]1[CH2:8][CH2:9][C:10](=[O:69])[NH:11][CH2:12][CH2:13][O:14][CH2:15][CH2:16][O:17][CH2:18][CH2:19][O:20][CH2:21][CH2:22][O:23][CH2:24][CH2:25][C:26](=[O:68])[NH:27][CH2:28][CH2:29][CH2:30][O:31][C:32]1[CH:33]=[CH:34][C:35]([C:36]([C:38]2[CH:43]=[CH:42][C:41]([NH:44][CH2:45][CH2:46][O:47][CH2:48][CH2:49][O:50][CH2:51][CH2:52][O:53][CH2:54][CH2:55][O:56][CH2:57][CH2:58][C:59]([OH:61])=[O:60])=[CH:40][CH:39]=2)=[O:37])=[CH:66][CH:67]=1, predict the reactants needed to synthesize it. The reactants are: [O:1]=[C:2]1[CH:6]=[CH:5][C:4](=[O:7])[N:3]1[CH2:8][CH2:9][C:10](=[O:69])[NH:11][CH2:12][CH2:13][O:14][CH2:15][CH2:16][O:17][CH2:18][CH2:19][O:20][CH2:21][CH2:22][O:23][CH2:24][CH2:25][C:26](=[O:68])[NH:27][CH2:28][CH2:29][CH2:30][O:31][C:32]1[CH:67]=[CH:66][C:35]([C:36]([C:38]2[CH:43]=[CH:42][C:41]([NH:44][CH2:45][CH2:46][O:47][CH2:48][CH2:49][O:50][CH2:51][CH2:52][O:53][CH2:54][CH2:55][O:56][CH2:57][CH2:58][C:59]([O:61]C(C)(C)C)=[O:60])=[CH:40][CH:39]=2)=[O:37])=[CH:34][CH:33]=1. (6) Given the product [CH3:35][NH:1][C:2]1[CH:7]=[CH:6][C:5]([C:8]2[CH:13]=[CH:12][CH:11]=[C:10]([NH:14][C:15]([C:17]3[NH:18][C:19]4[C:24]([CH:25]=3)=[CH:23][CH:22]=[C:21]([NH:26][S:27]([CH3:30])(=[O:29])=[O:28])[CH:20]=4)=[O:16])[CH:9]=2)=[C:4]([C:31]([F:33])([F:34])[F:32])[CH:3]=1, predict the reactants needed to synthesize it. The reactants are: [NH2:1][C:2]1[CH:7]=[CH:6][C:5]([C:8]2[CH:13]=[CH:12][CH:11]=[C:10]([NH:14][C:15]([C:17]3[NH:18][C:19]4[C:24]([CH:25]=3)=[CH:23][CH:22]=[C:21]([NH:26][S:27]([CH3:30])(=[O:29])=[O:28])[CH:20]=4)=[O:16])[CH:9]=2)=[C:4]([C:31]([F:34])([F:33])[F:32])[CH:3]=1.[C:35](O)(C(F)(F)F)=O.[BH4-].[Na+]. (7) Given the product [NH2:2][C@H:3]1[CH2:8][CH2:7][C@H:6]([O:9][C:13]2[CH:14]=[C:15]3[C:20](=[CH:21][C:22]=2[CH3:23])[C:19](=[O:24])[N:18]([CH2:25][C:26]2[CH:27]=[CH:28][C:29]([O:32][CH3:33])=[CH:30][CH:31]=2)[CH:17]=[CH:16]3)[CH2:5][CH2:4]1, predict the reactants needed to synthesize it. The reactants are: Cl.[NH2:2][C@H:3]1[CH2:8][CH2:7][C@H:6]([OH:9])[CH2:5][CH2:4]1.[H-].[Na+].F[C:13]1[CH:14]=[C:15]2[C:20](=[CH:21][C:22]=1[CH3:23])[C:19](=[O:24])[N:18]([CH2:25][C:26]1[CH:31]=[CH:30][C:29]([O:32][CH3:33])=[CH:28][CH:27]=1)[CH:17]=[CH:16]2. (8) Given the product [CH2:25]([N:8]1[C:7]2[CH:16]=[CH:17][C:4]([N+:1]([O-:3])=[O:2])=[CH:5][C:6]=2[O:14][C:10]2([CH2:13][CH2:12][CH2:11]2)[C:9]1=[O:15])[CH3:26], predict the reactants needed to synthesize it. The reactants are: [N+:1]([C:4]1[CH:17]=[CH:16][C:7]2[NH:8][C:9](=[O:15])[C:10]3([O:14][C:6]=2[CH:5]=1)[CH2:13][CH2:12][CH2:11]3)([O-:3])=[O:2].C(=O)([O-])[O-].[K+].[K+].I[CH2:25][CH3:26].O. (9) Given the product [Cl:1][C:2]1[CH:7]=[C:6]([CH:5]=[CH:4][C:3]=1[S:11][CH3:12])[NH2:8], predict the reactants needed to synthesize it. The reactants are: [Cl:1][C:2]1[CH:7]=[C:6]([N+:8]([O-])=O)[CH:5]=[CH:4][C:3]=1[S:11][CH3:12]. (10) Given the product [CH3:1][O:2][C:3]([C:5]1[CH:6]=[C:7]([C:12]2[CH:17]=[CH:16][C:15]([CH3:18])=[CH:14][CH:13]=2)[CH:8]=[C:9]([N:22]2[CH:23]=[CH:24][N:25]=[C:21]2[CH2:19][CH3:20])[CH:10]=1)=[O:4], predict the reactants needed to synthesize it. The reactants are: [CH3:1][O:2][C:3]([C:5]1[CH:6]=[C:7]([C:12]2[CH:17]=[CH:16][C:15]([CH3:18])=[CH:14][CH:13]=2)[CH:8]=[C:9](I)[CH:10]=1)=[O:4].[CH2:19]([C:21]1[NH:22][CH:23]=[CH:24][N:25]=1)[CH3:20].N1CCC[C@H]1C(O)=O.C([O-])([O-])=O.[K+].[K+].